This data is from Full USPTO retrosynthesis dataset with 1.9M reactions from patents (1976-2016). The task is: Predict the reactants needed to synthesize the given product. (1) Given the product [OH:26][C:23]1[CH:24]=[C:12]([OH:13])[C:5]([CH:4]([CH3:9])[CH3:1])=[CH:6][C:7]=1[C:21](=[O:20])[CH3:22], predict the reactants needed to synthesize it. The reactants are: [CH:1]([C:4]1[CH:9]=C[C:7](C=O)=[CH:6][C:5]=1[CH:12]=[O:13])(C)C.B(F)(F)F.CC[O:20][CH2:21][CH3:22].[C:23]([O-:26])(=O)[CH3:24].[Na+]. (2) Given the product [CH3:9][C:7]1[CH:6]=[CH:5][N:4]=[C:3]([CH2:1][NH2:2])[N:8]=1, predict the reactants needed to synthesize it. The reactants are: [C:1]([C:3]1[N:8]=[C:7]([CH3:9])[CH:6]=[CH:5][N:4]=1)#[N:2].[H][H]. (3) The reactants are: [C:1]1([C@:7]2([C:20]([O:22][CH3:23])=[O:21])[CH2:11][CH2:10][C:9](OS(C(F)(F)F)(=O)=O)=[CH:8]2)[CH:6]=[CH:5][CH:4]=[CH:3][CH:2]=1.[C:24]1(B(O)O)[CH:29]=[CH:28][CH:27]=[CH:26][CH:25]=1. Given the product [C:1]1([C@@:7]2([C:20]([O:22][CH3:23])=[O:21])[CH2:11][CH2:10][C:9]([C:24]3[CH:29]=[CH:28][CH:27]=[CH:26][CH:25]=3)=[CH:8]2)[CH:6]=[CH:5][CH:4]=[CH:3][CH:2]=1, predict the reactants needed to synthesize it. (4) Given the product [CH3:1][O:2][C:3]([NH:5][C@@H:6]([CH:40]([CH3:42])[CH3:41])[C:7]([N:9]1[C@@H:13]([CH3:14])[CH2:12][CH2:11][C@H:10]1[C:15]([O:17][CH2:18][C:19]([C:20]1[CH:21]=[CH:22][C:23]2[C:32]3[CH:31]=[C:30]4[CH2:33][CH2:34][CH:35]([Br:43])[C:36](=[O:37])[C:29]4=[CH:28][C:27]=3[O:26][CH2:25][C:24]=2[CH:38]=1)=[O:39])=[O:16])=[O:8])=[O:4], predict the reactants needed to synthesize it. The reactants are: [CH3:1][O:2][C:3]([NH:5][C@@H:6]([CH:40]([CH3:42])[CH3:41])[C:7]([N:9]1[C@@H:13]([CH3:14])[CH2:12][CH2:11][C@H:10]1[C:15]([O:17][CH2:18][C:19](=[O:39])[C:20]1[CH:21]=[CH:22][C:23]2[C:32]3[CH:31]=[C:30]4[CH2:33][CH2:34][CH2:35][C:36](=[O:37])[C:29]4=[CH:28][C:27]=3[O:26][CH2:25][C:24]=2[CH:38]=1)=[O:16])=[O:8])=[O:4].[Br-:43].[Br-].[Br-].[NH+]1C=CC=CC=1.[NH+]1C=CC=CC=1.[NH+]1C=CC=CC=1. (5) Given the product [C:1]([O:4][C@H:5]([CH2:9][C:10]1[CH:15]=[CH:14][CH:13]=[CH:12][CH:11]=1)[C:6]([F:24])=[O:7])(=[O:3])[CH3:2], predict the reactants needed to synthesize it. The reactants are: [C:1]([O:4][C@H:5]([CH2:9][C:10]1[CH:15]=[CH:14][CH:13]=[CH:12][CH:11]=1)[C:6](O)=[O:7])(=[O:3])[CH3:2].N1C=CC=CC=1.N1C(F)=NC(F)=NC=1[F:24].